Dataset: Reaction yield outcomes from USPTO patents with 853,638 reactions. Task: Predict the reaction yield, written as a fraction of the theoretical maximum amount of product (1.0 means a 100% yield; for example, 0.34 means a 34% yield). (1) The reactants are Br[CH2:2][CH2:3][CH2:4][C:5]1[CH:12]=[CH:11][C:8]([C:9]#[N:10])=[CH:7][CH:6]=1.C([O-])([O-])=O.[K+].[K+].[CH2:19]([CH2:21][NH2:22])[OH:20]. The catalyst is C(#N)C. The product is [OH:20][CH2:19][CH2:21][NH:22][CH2:2][CH2:3][CH2:4][C:5]1[CH:12]=[CH:11][C:8]([C:9]#[N:10])=[CH:7][CH:6]=1. The yield is 0.575. (2) The reactants are B1(B2OC(C)(C)C(C)(C)O2)OC(C)(C)C(C)(C)[O:2]1.Br[C:20]1[CH:21]=[C:22]2[N:28]([CH2:29][O:30][CH2:31][CH2:32][Si:33]([CH3:36])([CH3:35])[CH3:34])[C:27]([C:37]3[CH:42]=[CH:41][N:40]=[C:39]([NH:43][C:44](=[O:46])[CH3:45])[CH:38]=3)=[C:26]([C:47]3[CH:52]=[CH:51][C:50]([O:53][CH3:54])=[CH:49][N:48]=3)[C:23]2=[N:24][CH:25]=1.C([O-])(=O)C.[K+]. The catalyst is C1C=CC(/C=C/C(/C=C/C2C=CC=CC=2)=O)=CC=1.C1C=CC(/C=C/C(/C=C/C2C=CC=CC=2)=O)=CC=1.C1C=CC(/C=C/C(/C=C/C2C=CC=CC=2)=O)=CC=1.[Pd].[Pd].CC(C1C=C(C(C)C)C(C2C=CC=CC=2P(C2CCCCC2)C2CCCCC2)=C(C(C)C)C=1)C. The product is [OH:2][C:20]1[CH:21]=[C:22]2[N:28]([CH2:29][O:30][CH2:31][CH2:32][Si:33]([CH3:36])([CH3:35])[CH3:34])[C:27]([C:37]3[CH:42]=[CH:41][N:40]=[C:39]([NH:43][C:44](=[O:46])[CH3:45])[CH:38]=3)=[C:26]([C:47]3[CH:52]=[CH:51][C:50]([O:53][CH3:54])=[CH:49][N:48]=3)[C:23]2=[N:24][CH:25]=1. The yield is 0.634. (3) The product is [F:1][C:2]1[CH:7]=[CH:6][CH:5]=[C:4]([F:8])[C:3]=1[N:9]1[C:14]2[N:15]=[C:16]([NH:42][CH2:41][CH2:40][NH:39][CH:37]([CH3:38])[CH3:36])[N:17]=[C:18]([C:19]3[CH:20]=[C:21]([CH:28]=[CH:29][C:30]=3[CH3:31])[C:22]([NH:24][CH:25]([CH3:27])[CH3:26])=[O:23])[C:13]=2[CH2:12][NH:11][C:10]1=[O:35]. The catalyst is C1COCC1. The reactants are [F:1][C:2]1[CH:7]=[CH:6][CH:5]=[C:4]([F:8])[C:3]=1[N:9]1[C:14]2[N:15]=[C:16](S(C)=O)[N:17]=[C:18]([C:19]3[CH:20]=[C:21]([CH:28]=[CH:29][C:30]=3[CH3:31])[C:22]([NH:24][CH:25]([CH3:27])[CH3:26])=[O:23])[C:13]=2[CH2:12][NH:11][C:10]1=[O:35].[CH3:36][CH:37]([NH:39][CH2:40][CH2:41][NH2:42])[CH3:38]. The yield is 0.710. (4) The reactants are [CH:1]([S:3]([O:6][C:7]1[CH:15]=[CH:14][C:13]([C:16]2[N:17]([C:32]([O:34][C:35]([CH3:38])([CH3:37])[CH3:36])=[O:33])[C:18]3[C:23]([CH:24]=2)=[CH:22][C:21]([CH2:25][N:26]2[CH2:31][CH2:30][CH2:29][CH2:28][CH2:27]2)=[CH:20][CH:19]=3)=[C:12]2[C:8]=1[CH2:9][NH:10][C:11]2=[O:39])(=[O:5])=[O:4])=[CH2:2].[CH2:40]([NH2:42])[CH3:41]. The catalyst is CO. The product is [CH2:40]([NH:42][CH2:2][CH2:1][S:3]([O:6][C:7]1[CH:15]=[CH:14][C:13]([C:16]2[N:17]([C:32]([O:34][C:35]([CH3:38])([CH3:37])[CH3:36])=[O:33])[C:18]3[C:23]([CH:24]=2)=[CH:22][C:21]([CH2:25][N:26]2[CH2:31][CH2:30][CH2:29][CH2:28][CH2:27]2)=[CH:20][CH:19]=3)=[C:12]2[C:8]=1[CH2:9][NH:10][C:11]2=[O:39])(=[O:4])=[O:5])[CH3:41]. The yield is 0.430. (5) The reactants are Br[C:2]1[CH:3]=[CH:4][C:5]([O:8][CH3:9])=[N:6][CH:7]=1.[NH2:10][C:11]1[CH:16]=[CH:15][CH:14]=[CH:13][CH:12]=1. No catalyst specified. The product is [CH3:9][O:8][C:5]1[N:6]=[CH:7][C:2]([NH:10][C:11]2[CH:16]=[CH:15][CH:14]=[CH:13][CH:12]=2)=[CH:3][CH:4]=1. The yield is 0.930. (6) The reactants are [CH:1]1([CH2:6][C@H:7]([C:11]2[CH:16]=[CH:15][C:14]([Cl:17])=[C:13]([Cl:18])[CH:12]=2)[C:8]([OH:10])=O)[CH2:5][CH2:4][CH2:3][CH2:2]1.C(Cl)(=O)C(Cl)=O.[NH2:25][C:26]1[CH:35]=[CH:34][C:33]2[C:28](=[CH:29][CH:30]=[CH:31][CH:32]=2)[N:27]=1.N1C=CC=CC=1. The catalyst is C(Cl)Cl.CN(C)C=O.O1CCCC1.O. The product is [CH:1]1([CH2:6][C@H:7]([C:11]2[CH:16]=[CH:15][C:14]([Cl:17])=[C:13]([Cl:18])[CH:12]=2)[C:8]([NH:25][C:26]2[CH:35]=[CH:34][C:33]3[C:28](=[CH:29][CH:30]=[CH:31][CH:32]=3)[N:27]=2)=[O:10])[CH2:2][CH2:3][CH2:4][CH2:5]1. The yield is 0.650. (7) The reactants are [CH:1]1([N:4]2[C:13]3[C:8](=[CH:9][C:10]([F:17])=[C:11](F)[C:12]=3[O:14][CH3:15])[C:7](=[O:18])[C:6]([C:19]([OH:21])=[O:20])=[CH:5]2)[CH2:3][CH2:2]1.[CH3:22][CH:23]1[CH2:28][NH:27][CH2:26][CH2:25][NH:24]1.C1(C)C=CC=CC=1. The catalyst is CS(C)=O. The product is [CH3:22][CH:23]1[NH:24][CH2:25][CH2:26][N:27]([C:11]2[C:12]([O:14][CH3:15])=[C:13]3[N:4]([CH:1]4[CH2:3][CH2:2]4)[CH:5]=[C:6]([C:19]([OH:21])=[O:20])[C:7](=[O:18])[C:8]3=[CH:9][C:10]=2[F:17])[CH2:28]1. The yield is 0.760. (8) The reactants are CC(OC(/N=N/C(OC(C)C)=O)=O)C.[CH2:15]([O:22][C:23](=[O:36])[NH:24][CH2:25][CH2:26][CH2:27][CH2:28][C:29]1[CH:34]=[CH:33][C:32]([OH:35])=[CH:31][CH:30]=1)[C:16]1[CH:21]=[CH:20][CH:19]=[CH:18][CH:17]=1.[C:37]([O:41][C:42](=[O:47])[NH:43][CH2:44][CH2:45]O)([CH3:40])([CH3:39])[CH3:38]. The catalyst is C1COCC1. The product is [CH2:15]([O:22][C:23](=[O:36])[NH:24][CH2:25][CH2:26][CH2:27][CH2:28][C:29]1[CH:34]=[CH:33][C:32]([O:35][CH2:45][CH2:44][NH:43][C:42]([O:41][C:37]([CH3:40])([CH3:39])[CH3:38])=[O:47])=[CH:31][CH:30]=1)[C:16]1[CH:21]=[CH:20][CH:19]=[CH:18][CH:17]=1. The yield is 0.730. (9) The reactants are FC(F)(F)C(O)=O.[NH2:8][CH2:9][C:10]1[N:15]=[C:14]([C:16]2[S:17][C:18]3[CH:26]=[CH:25][CH:24]=[CH:23][C:19]=3[C:20](=[O:22])[N:21]=2)[CH:13]=[CH:12][CH:11]=1.[CH2:27]([S:29](Cl)(=[O:31])=[O:30])[CH3:28].C(=O)([O-])O.[Na+]. The catalyst is C(OCC)(=O)C.O. The product is [O:22]=[C:20]1[C:19]2[CH:23]=[CH:24][CH:25]=[CH:26][C:18]=2[S:17][C:16]([C:14]2[N:15]=[C:10]([CH2:9][NH:8][S:29]([CH2:27][CH3:28])(=[O:31])=[O:30])[CH:11]=[CH:12][CH:13]=2)=[N:21]1. The yield is 0.210.